From a dataset of Full USPTO retrosynthesis dataset with 1.9M reactions from patents (1976-2016). Predict the reactants needed to synthesize the given product. (1) The reactants are: I[C:2]1[CH:7]=[CH:6][N:5]=[CH:4][CH:3]=1.[C:8]([C:11]1[N:16]=[CH:15][C:14]([C:17]2[CH:18]=[N:19][C:20]([C:23]#[N:24])=[CH:21][CH:22]=2)=[CH:13][CH:12]=1)(=[O:10])[CH3:9]. Given the product [OH:10][C:8]([C:11]1[N:16]=[CH:15][C:14]([C:17]2[CH:18]=[N:19][C:20]([C:23]#[N:24])=[CH:21][CH:22]=2)=[CH:13][CH:12]=1)([C:2]1[CH:7]=[CH:6][N:5]=[CH:4][CH:3]=1)[CH3:9], predict the reactants needed to synthesize it. (2) Given the product [C@@H:1]1([N:10]2[C:19]3[C:13](=[C:14]([N+:16]([O-:34])=[CH:17][N:18]=3)[NH2:15])[N:12]=[CH:11]2)[O:9][C@H:6]([CH2:7][OH:8])[C@@H:4]([OH:5])[C@H:2]1[OH:3], predict the reactants needed to synthesize it. The reactants are: [C@@H:1]1([N:10]2[C:19]3[N:18]=[CH:17][N:16]=[C:14]([NH2:15])[C:13]=3[N:12]=[CH:11]2)[O:9][C@H:6]([CH2:7][OH:8])[C@@H:4]([OH:5])[C@H:2]1[OH:3].C1N=C(N)C2N=CN([C@@H]3[O:34][C@H](CO)[C@@H](O)[C@@H]3O)C=2N=1.O.OO.